This data is from Peptide-MHC class II binding affinity with 134,281 pairs from IEDB. The task is: Regression. Given a peptide amino acid sequence and an MHC pseudo amino acid sequence, predict their binding affinity value. This is MHC class II binding data. (1) The MHC is DRB1_0101 with pseudo-sequence DRB1_0101. The binding affinity (normalized) is 0.280. The peptide sequence is NRNNTFKPFAEYKSD. (2) The MHC is DRB3_0301 with pseudo-sequence DRB3_0301. The peptide sequence is EGPEEHEILNDSGET. The binding affinity (normalized) is 0.246. (3) The peptide sequence is NPLIRHENRMVLAST. The MHC is DRB1_0101 with pseudo-sequence DRB1_0101. The binding affinity (normalized) is 0.738. (4) The peptide sequence is MGNLTTQQLDQRSQI. The MHC is DRB1_0101 with pseudo-sequence DRB1_0101. The binding affinity (normalized) is 0.0774. (5) The peptide sequence is KGSNDHYLALLVKYA. The MHC is DRB1_1101 with pseudo-sequence DRB1_1101. The binding affinity (normalized) is 0.618. (6) The peptide sequence is EKKYFDATQFEPLAA. The MHC is HLA-DPA10201-DPB10501 with pseudo-sequence HLA-DPA10201-DPB10501. The binding affinity (normalized) is 0.613. (7) The peptide sequence is VSAISQTEVKEEGKE. The MHC is DRB3_0301 with pseudo-sequence DRB3_0301. The binding affinity (normalized) is 0.204.